Dataset: Cav3 T-type calcium channel HTS with 100,875 compounds. Task: Binary Classification. Given a drug SMILES string, predict its activity (active/inactive) in a high-throughput screening assay against a specified biological target. (1) The compound is Clc1cc2n3CC4C(N(C(C4)C(=O)NCc4oc(cc4)C)C)c3nc2cc1Cl. The result is 0 (inactive). (2) The compound is O=C1N(c2c(/C1=C\N\N=C\c1ccccc1)ccc(c2)C1=NNC(=O)CC1)CC. The result is 0 (inactive).